Dataset: Catalyst prediction with 721,799 reactions and 888 catalyst types from USPTO. Task: Predict which catalyst facilitates the given reaction. (1) Reactant: [CH2:1]([O:8][C:9]1[CH:16]=[CH:15][CH:14]=[CH:13][C:10]=1C=O)[C:2]1[CH:7]=[CH:6][CH:5]=[CH:4][CH:3]=1.[CH3:17][O-].[Na+:19].CO.[CH3:22][O:23][CH2:24][C:25]([O:27]C)=[O:26]. Product: [CH2:1]([O:8][C:9]1[CH:10]=[CH:13][C:14]([CH:17]=[C:24]([O:23][CH3:22])[C:25]([O-:27])=[O:26])=[CH:15][CH:16]=1)[C:2]1[CH:3]=[CH:4][CH:5]=[CH:6][CH:7]=1.[Na+:19]. The catalyst class is: 6. (2) Reactant: [CH:1]1([N:6]2[C:15]3[N:14]=[C:13]([C:16]4[CH:21]=[CH:20][N:19]=[CH:18][C:17]=4[NH2:22])[N:12]=[CH:11][C:10]=3[N:9]3[CH:23]=[N:24][N:25]=[C:8]3[C@H:7]2[CH2:26][CH3:27])[CH2:5][CH2:4][CH2:3][CH2:2]1.[C:28](O)(=[O:35])[C:29]1[CH:34]=[CH:33][CH:32]=[CH:31][CH:30]=1.CN(C(ON1N=NC2C=CC=NC1=2)=[N+](C)C)C.F[P-](F)(F)(F)(F)F.CCN(C(C)C)C(C)C. Product: [CH:1]1([N:6]2[C:15]3[N:14]=[C:13]([C:16]4[CH:21]=[CH:20][N:19]=[CH:18][C:17]=4[NH:22][C:28](=[O:35])[C:29]4[CH:34]=[CH:33][CH:32]=[CH:31][CH:30]=4)[N:12]=[CH:11][C:10]=3[N:9]3[CH:23]=[N:24][N:25]=[C:8]3[C@H:7]2[CH2:26][CH3:27])[CH2:2][CH2:3][CH2:4][CH2:5]1. The catalyst class is: 20. (3) Reactant: [CH3:1][C:2]1[C:10]2[C:9](=[O:11])[CH2:8][C:7]([CH3:13])([CH3:12])[CH2:6][C:5]=2[NH:4][CH:3]=1.[H-].[Na+].[NH2:16][C:17]1[C:26]2[C:21](=[CH:22][C:23](F)=[CH:24][CH:25]=2)[C:20]([C:28](=[N:30][OH:31])[CH3:29])=[CH:19][N:18]=1.[NH4+].[Cl-]. Product: [NH2:16][C:17]1[C:26]2[C:21](=[CH:22][C:23]([N:4]3[C:5]4[CH2:6][C:7]([CH3:13])([CH3:12])[CH2:8][C:9](=[O:11])[C:10]=4[C:2]([CH3:1])=[CH:3]3)=[CH:24][CH:25]=2)[C:20]([C:28](=[N:30][OH:31])[CH3:29])=[CH:19][N:18]=1. The catalyst class is: 44. (4) Reactant: [C:1]1([C:7]2[S:8][C:9]3[CH:15]([C:16]([O:18]C)=[O:17])[CH2:14][CH2:13][CH2:12][C:10]=3[N:11]=2)[CH:6]=[CH:5][CH:4]=[CH:3][CH:2]=1.O[Li].O. Product: [C:1]1([C:7]2[S:8][C:9]3[CH:15]([C:16]([OH:18])=[O:17])[CH2:14][CH2:13][CH2:12][C:10]=3[N:11]=2)[CH:2]=[CH:3][CH:4]=[CH:5][CH:6]=1. The catalyst class is: 87. (5) Reactant: [C:1]1([C:7]2[C:11]([CH2:12][OH:13])=[C:10](/[CH:14]=[CH:15]/[C:16]3[CH:21]=[CH:20][CH:19]=[CH:18][CH:17]=3)[O:9][N:8]=2)[CH:6]=[CH:5][CH:4]=[CH:3][CH:2]=1.[H-].[Na+].Cl[C:25]1[N:30]=[CH:29][C:28]([C:31]([O:33][CH3:34])=[O:32])=[CH:27][CH:26]=1. Product: [CH3:34][O:33][C:31](=[O:32])[C:28]1[CH:27]=[CH:26][C:25]([O:13][CH2:12][C:11]2[C:7]([C:1]3[CH:6]=[CH:5][CH:4]=[CH:3][CH:2]=3)=[N:8][O:9][C:10]=2/[CH:14]=[CH:15]/[C:16]2[CH:17]=[CH:18][CH:19]=[CH:20][CH:21]=2)=[N:30][CH:29]=1. The catalyst class is: 1.